This data is from Forward reaction prediction with 1.9M reactions from USPTO patents (1976-2016). The task is: Predict the product of the given reaction. (1) Given the reactants CS[C:3]1[N:8]=[C:7]([N:9]2[CH2:14][CH2:13][CH:12]([C:15]3[CH:20]=[CH:19][CH:18]=[CH:17][CH:16]=3)[CH2:11][CH2:10]2)[C:6]([C:21]#[N:22])=[C:5]([O:23][CH2:24][C:25]([F:28])([F:27])[F:26])[N:4]=1.ClC1C=CC=C(C(OO)=O)C=1.CS(C1N=C(N2CCC(C3C=CC=CC=3)CC2)C(C#N)=C(OCC(F)(F)F)N=1)(=O)=O.[N:70]1[CH:75]=[CH:74][CH:73]=[C:72]([CH2:76][NH2:77])[CH:71]=1, predict the reaction product. The product is: [C:15]1([CH:12]2[CH2:13][CH2:14][N:9]([C:7]3[C:6]([C:21]#[N:22])=[C:5]([O:23][CH2:24][C:25]([F:28])([F:27])[F:26])[N:4]=[C:3]([NH:77][CH2:76][C:72]4[CH:71]=[N:70][CH:75]=[CH:74][CH:73]=4)[N:8]=3)[CH2:10][CH2:11]2)[CH:20]=[CH:19][CH:18]=[CH:17][CH:16]=1. (2) Given the reactants [NH:1]1[CH2:6][CH2:5][CH2:4][CH:3]([NH:7][C:8]([NH:10][C:11]2[N:12]=[C:13]3[CH:19]=[CH:18][N:17]([CH2:20][O:21][CH2:22][CH2:23][Si:24]([CH3:27])([CH3:26])[CH3:25])[C:14]3=[N:15][CH:16]=2)=[O:9])[CH2:2]1.N1C=CC=CC=1.[C:34](Cl)(=[O:37])[CH2:35][CH3:36], predict the reaction product. The product is: [C:34]([N:1]1[CH2:6][CH2:5][CH2:4][CH:3]([NH:7][C:8]([NH:10][C:11]2[N:12]=[C:13]3[CH:19]=[CH:18][N:17]([CH2:20][O:21][CH2:22][CH2:23][Si:24]([CH3:27])([CH3:26])[CH3:25])[C:14]3=[N:15][CH:16]=2)=[O:9])[CH2:2]1)(=[O:37])[CH2:35][CH3:36].